From a dataset of Forward reaction prediction with 1.9M reactions from USPTO patents (1976-2016). Predict the product of the given reaction. (1) Given the reactants [F:1][C:2]1[C:3]([C:33]2[CH:38]=[C:37]([F:39])[CH:36]=[CH:35][C:34]=2[O:40][CH3:41])=[C:4]2[CH:10]=[C:9]([C:11]3[CH2:16][CH2:15][N:14](C(OC(C)(C)C)=O)[CH2:13][CH:12]=3)[N:8](S(C3C=CC=CC=3)(=O)=O)[C:5]2=[N:6][CH:7]=1.[OH-].[Na+].FC(F)(F)C(O)=O, predict the reaction product. The product is: [F:1][C:2]1[C:3]([C:33]2[CH:38]=[C:37]([F:39])[CH:36]=[CH:35][C:34]=2[O:40][CH3:41])=[C:4]2[CH:10]=[C:9]([C:11]3[CH2:16][CH2:15][NH:14][CH2:13][CH:12]=3)[NH:8][C:5]2=[N:6][CH:7]=1. (2) Given the reactants [F:1][C:2]1[CH:3]=[C:4]([CH:18]([OH:20])[CH3:19])[CH:5]=[C:6]([F:17])[C:7]=1[B:8]1[O:12][C:11]([CH3:14])([CH3:13])[C:10]([CH3:16])([CH3:15])[O:9]1.[CH:21]1(C(C2C=C(F)C=C(F)C=2)O)C[CH2:22]1, predict the reaction product. The product is: [CH:19]1([CH:18]([C:4]2[CH:3]=[C:2]([F:1])[C:7]([B:8]3[O:12][C:11]([CH3:13])([CH3:14])[C:10]([CH3:15])([CH3:16])[O:9]3)=[C:6]([F:17])[CH:5]=2)[OH:20])[CH2:22][CH2:21]1. (3) Given the reactants [F:1][C:2]1[CH:7]=[CH:6][C:5]([NH:8][C:9]2[C:10]3[C:17]([CH3:18])=[C:16]([C:19]([O:21]C)=[O:20])[S:15][C:11]=3[N:12]=[CH:13][N:14]=2)=[C:4]([O:23][CH:24]2[CH2:29][CH2:28][O:27][CH2:26][CH2:25]2)[CH:3]=1.O.[OH-].[Li+].Cl, predict the reaction product. The product is: [F:1][C:2]1[CH:7]=[CH:6][C:5]([NH:8][C:9]2[C:10]3[C:17]([CH3:18])=[C:16]([C:19]([OH:21])=[O:20])[S:15][C:11]=3[N:12]=[CH:13][N:14]=2)=[C:4]([O:23][CH:24]2[CH2:25][CH2:26][O:27][CH2:28][CH2:29]2)[CH:3]=1. (4) Given the reactants Cl.Cl.Cl.[CH3:4][C:5]1[C:9]([C:10]2[C:19]3[O:18][CH2:17][C@H:16]([C:20]4[CH:25]=[CH:24][CH:23]=[CH:22][N:21]=4)[N:15]4[C:26]([N:28]5[CH2:32][CH2:31][C@@H:30]([NH2:33])[CH2:29]5)=[N:27][C:13]([C:14]=34)=[CH:12][CH:11]=2)=[C:8]([CH3:34])[O:7][N:6]=1.C(N(CC)CC)C.Cl[C:43]([O:45][CH3:46])=[O:44], predict the reaction product. The product is: [CH3:4][C:5]1[C:9]([C:10]2[C:19]3[O:18][CH2:17][C@H:16]([C:20]4[CH:25]=[CH:24][CH:23]=[CH:22][N:21]=4)[N:15]4[C:26]([N:28]5[CH2:32][CH2:31][C@@H:30]([NH:33][C:43](=[O:44])[O:45][CH3:46])[CH2:29]5)=[N:27][C:13]([C:14]=34)=[CH:12][CH:11]=2)=[C:8]([CH3:34])[O:7][N:6]=1. (5) The product is: [CH2:11]([O:8][C:6]1[CH:5]=[C:4]([OH:9])[CH:3]=[C:2]([CH3:1])[CH:7]=1)[CH:12]([CH3:14])[CH3:13]. Given the reactants [CH3:1][C:2]1[CH:3]=[C:4]([OH:9])[CH:5]=[C:6]([OH:8])[CH:7]=1.Br[CH2:11][CH:12]([CH3:14])[CH3:13].C([O-])([O-])=O.[K+].[K+].O, predict the reaction product. (6) Given the reactants [C:1]([O:5][C:6](=[O:46])[C:7]1[CH:19]=[C:18]([O:20][CH2:21][CH2:22][CH2:23][CH2:24][CH2:25][CH2:26][CH2:27][CH2:28][CH2:29][C:30](=[O:45])[NH:31][C@H:32]([C:38]([O:40][C:41]([CH3:44])([CH3:43])[CH3:42])=[O:39])[CH2:33][CH2:34][C:35]([OH:37])=[O:36])[CH:17]=[C:9]([C:10]([O:12][C:13]([CH3:16])([CH3:15])[CH3:14])=[O:11])[CH:8]=1)([CH3:4])([CH3:3])[CH3:2].[B-](F)(F)(F)F.CN(C(O[N:60]1[C:65](=[O:66])[CH2:64][CH2:63][C:61]1=[O:62])=[N+](C)C)C.CCN(C(C)C)C(C)C, predict the reaction product. The product is: [C:13]([O:12][C:10](=[O:11])[C:9]1[CH:17]=[C:18]([O:20][CH2:21][CH2:22][CH2:23][CH2:24][CH2:25][CH2:26][CH2:27][CH2:28][CH2:29][C:30](=[O:45])[NH:31][C@H:32]([C:38]([O:40][C:41]([CH3:44])([CH3:43])[CH3:42])=[O:39])[CH2:33][CH2:34][C:35]([O:37][N:60]2[C:65](=[O:66])[CH2:64][CH2:63][C:61]2=[O:62])=[O:36])[CH:19]=[C:7]([C:6]([O:5][C:1]([CH3:2])([CH3:3])[CH3:4])=[O:46])[CH:8]=1)([CH3:16])([CH3:15])[CH3:14]. (7) The product is: [Br:13][CH2:2][C:1](=[O:3])[CH:4]([CH:10]([CH3:11])[CH3:12])[C:5]([O:7][CH2:8][CH3:9])=[O:6]. Given the reactants [C:1]([CH:4]([CH:10]([CH3:12])[CH3:11])[C:5]([O:7][CH2:8][CH3:9])=[O:6])(=[O:3])[CH3:2].[Br:13]Br.C(Cl)(Cl)Cl.C(OCC)(=O)C, predict the reaction product.